Predict the reactants needed to synthesize the given product. From a dataset of Full USPTO retrosynthesis dataset with 1.9M reactions from patents (1976-2016). (1) Given the product [Br:1][C:2]1[CH:3]=[C:4]([CH2:22][O:23][S:32]([CH3:31])(=[O:34])=[O:33])[C:5]2[O:14][C:13]3[CH2:12][CH2:11][N:10]([C:15]([O:17][C:18]([CH3:20])([CH3:19])[CH3:21])=[O:16])[CH2:9][C:8]=3[C:6]=2[CH:7]=1, predict the reactants needed to synthesize it. The reactants are: [Br:1][C:2]1[CH:3]=[C:4]([CH2:22][OH:23])[C:5]2[O:14][C:13]3[CH2:12][CH2:11][N:10]([C:15]([O:17][C:18]([CH3:21])([CH3:20])[CH3:19])=[O:16])[CH2:9][C:8]=3[C:6]=2[CH:7]=1.C(N(CC)CC)C.[CH3:31][S:32](Cl)(=[O:34])=[O:33].C(=O)(O)[O-].[Na+]. (2) Given the product [CH2:29]([S:36][C:2]1[CH:11]=[C:10]2[C:5]([C:6]([Cl:12])=[CH:7][CH:8]=[N:9]2)=[CH:4][C:3]=1[F:13])[C:30]1[CH:35]=[CH:34][CH:33]=[CH:32][CH:31]=1, predict the reactants needed to synthesize it. The reactants are: Br[C:2]1[CH:11]=[C:10]2[C:5]([C:6]([Cl:12])=[CH:7][CH:8]=[N:9]2)=[CH:4][C:3]=1[F:13].O1CCOCC1.CCN(C(C)C)C(C)C.[CH2:29]([SH:36])[C:30]1[CH:35]=[CH:34][CH:33]=[CH:32][CH:31]=1. (3) Given the product [CH3:1][CH:2]1[C:7]2[S:8][CH:9]=[CH:10][C:6]=2[CH2:5][CH2:4][N:3]1[C:11]([C:12]1[CH:17]=[CH:16][CH:15]=[CH:14][CH:13]=1)([C:24]1[CH:25]=[CH:26][CH:27]=[CH:28][CH:29]=1)[C:18]1[CH:19]=[CH:20][CH:21]=[CH:22][CH:23]=1, predict the reactants needed to synthesize it. The reactants are: [CH3:1][CH:2]1[C:7]2[S:8][CH:9]=[CH:10][C:6]=2[CH2:5][CH2:4][NH:3]1.[C:11](Br)([C:24]1[CH:29]=[CH:28][CH:27]=[CH:26][CH:25]=1)([C:18]1[CH:23]=[CH:22][CH:21]=[CH:20][CH:19]=1)[C:12]1[CH:17]=[CH:16][CH:15]=[CH:14][CH:13]=1.C(N(CC)CC)C. (4) The reactants are: [Li+].[CH3:2]C([N-]C(C)C)C.C(NC(C)C)(C)C.C([Li])CCC.CCCCCC.[F:27][C:28]([F:46])([F:45])[C:29]([C:32]1[CH:41]=[CH:40][C:39]2[CH2:38][C@@H:37]([C:42]([OH:44])=[O:43])[CH2:36][CH2:35][C:34]=2[N:33]=1)([CH3:31])[CH3:30].CI. Given the product [CH3:2][C:37]1([C:42]([OH:44])=[O:43])[CH2:36][CH2:35][C:34]2[N:33]=[C:32]([C:29]([CH3:31])([CH3:30])[C:28]([F:27])([F:45])[F:46])[CH:41]=[CH:40][C:39]=2[CH2:38]1, predict the reactants needed to synthesize it. (5) Given the product [CH2:17]([O:9][C:8]([CH:5]1[CH2:6][CH2:7][CH:2]([N:1]([CH2:8][C:5]2[CH:6]=[CH:7][CH:2]=[CH:3][CH:4]=2)[CH2:17][C:18]2[CH:23]=[CH:22][CH:21]=[CH:20][CH:19]=2)[CH2:3][CH2:4]1)=[O:10])[C:18]1[CH:23]=[CH:22][CH:21]=[CH:20][CH:19]=1, predict the reactants needed to synthesize it. The reactants are: [NH2:1][C@H:2]1[CH2:7][CH2:6][C@H:5]([C:8]([OH:10])=[O:9])[CH2:4][CH2:3]1.C(=O)([O-])[O-].[K+].[K+].[CH2:17](Br)[C:18]1[CH:23]=[CH:22][CH:21]=[CH:20][CH:19]=1. (6) The reactants are: [F:1][CH:2]([F:56])[C:3]1[C:11]2[C:10]([F:13])([F:12])[CH2:9][CH2:8][C:7]([F:15])([F:14])[C:6]=2[N:5]([CH2:16][C:17]([NH:19][C@H:20]([C:30]2[C:35]([C:36]3[CH:37]=[CH:38][C:39]([F:45])=[C:40]([CH:44]=3)[C:41]([NH2:43])=[O:42])=[CH:34][N:33]=[C:32]([N:46]3[CH2:55][CH2:54][C:49]4(OCC[O:50]4)[CH2:48][CH2:47]3)[N:31]=2)[CH2:21][C:22]2[CH:27]=[C:26]([F:28])[CH:25]=[C:24]([F:29])[CH:23]=2)=[O:18])[N:4]=1.Cl. Given the product [F:56][CH:2]([F:1])[C:3]1[C:11]2[C:10]([F:12])([F:13])[CH2:9][CH2:8][C:7]([F:14])([F:15])[C:6]=2[N:5]([CH2:16][C:17]([NH:19][C@H:20]([C:30]2[C:35]([C:36]3[CH:37]=[CH:38][C:39]([F:45])=[C:40]([CH:44]=3)[C:41]([NH2:43])=[O:42])=[CH:34][N:33]=[C:32]([N:46]3[CH2:47][CH2:48][C:49](=[O:50])[CH2:54][CH2:55]3)[N:31]=2)[CH2:21][C:22]2[CH:27]=[C:26]([F:28])[CH:25]=[C:24]([F:29])[CH:23]=2)=[O:18])[N:4]=1, predict the reactants needed to synthesize it. (7) The reactants are: [F:1][C:2]1[CH:7]=[CH:6][C:5]([C:8]([F:11])([F:10])[F:9])=[CH:4][C:3]=1[NH:12][C:13]([NH:15][C:16]1[CH:21]=[CH:20][C:19]([C:22]2[S:26][C:25]([C:27]3([OH:32])[CH2:31][CH2:30][NH:29][CH2:28]3)=[N:24][CH:23]=2)=[CH:18][CH:17]=1)=[O:14].[C:33](O)(=O)C.C=O. Given the product [F:1][C:2]1[CH:7]=[CH:6][C:5]([C:8]([F:10])([F:11])[F:9])=[CH:4][C:3]=1[NH:12][C:13]([NH:15][C:16]1[CH:17]=[CH:18][C:19]([C:22]2[S:26][C:25]([C:27]3([OH:32])[CH2:31][CH2:30][N:29]([CH3:33])[CH2:28]3)=[N:24][CH:23]=2)=[CH:20][CH:21]=1)=[O:14], predict the reactants needed to synthesize it. (8) Given the product [F:13][C:10]1[CH:11]=[CH:12][C:7]([C:6]2[N:5]([CH2:14][C:15]3[CH:20]=[CH:19][CH:18]=[CH:17][N:16]=3)[N:4]=[C:3]([CH3:21])[C:2]=2[C:30]2[CH:31]=[CH:32][C:33]3[O:38][CH2:37][C:36](=[O:39])[NH:35][C:34]=3[CH:40]=2)=[CH:8][CH:9]=1, predict the reactants needed to synthesize it. The reactants are: Br[C:2]1[C:3]([CH3:21])=[N:4][N:5]([CH2:14][C:15]2[CH:20]=[CH:19][CH:18]=[CH:17][N:16]=2)[C:6]=1[C:7]1[CH:12]=[CH:11][C:10]([F:13])=[CH:9][CH:8]=1.CC1(C)C(C)(C)OB([C:30]2[CH:31]=[CH:32][C:33]3[O:38][CH2:37][C:36](=[O:39])[NH:35][C:34]=3[CH:40]=2)O1.C(=O)([O-])[O-].[Cs+].[Cs+]. (9) Given the product [F:11][C:8]1[CH:9]=[CH:10][C:5]([CH2:4][NH:3][O:2][CH3:1])=[CH:6][C:7]=1[C:12]#[N:13], predict the reactants needed to synthesize it. The reactants are: [CH3:1][O:2][N:3]=[CH:4][C:5]1[CH:10]=[CH:9][C:8]([F:11])=[C:7]([C:12]#[N:13])[CH:6]=1.C([BH3-])#N.[Na+]. (10) Given the product [CH:18]1([N:13]2[C:12]([C:35]3[CH:36]=[CH:37][C:32]([C:31]([F:42])([F:41])[F:30])=[CH:33][CH:34]=3)=[C:11]3[C:15]([CH2:16][CH2:17][NH:8][CH2:9][CH2:10]3)=[N:14]2)[CH2:19][CH2:20][CH2:21]1, predict the reactants needed to synthesize it. The reactants are: C(OC([N:8]1[CH2:17][CH2:16][C:15]2[C:11](=[C:12](OS(C(F)(F)F)(=O)=O)[N:13]([CH:18]3[CH2:21][CH2:20][CH2:19]3)[N:14]=2)[CH2:10][CH2:9]1)=O)(C)(C)C.[F:30][C:31]([F:42])([F:41])[C:32]1[CH:37]=[CH:36][C:35](B(O)O)=[CH:34][CH:33]=1.